Predict the reactants needed to synthesize the given product. From a dataset of Full USPTO retrosynthesis dataset with 1.9M reactions from patents (1976-2016). (1) Given the product [Br:1][C:2]1[C:3]([C:17]([OH:19])=[O:18])=[CH:4][C:5]2[N:6]([CH:8]=[C:9]([C:11]3[CH:16]=[CH:15][CH:14]=[CH:13][CH:12]=3)[N:10]=2)[CH:7]=1, predict the reactants needed to synthesize it. The reactants are: [Br:1][C:2]1[C:3]([C:17]([O:19]C)=[O:18])=[CH:4][C:5]2[N:6]([CH:8]=[C:9]([C:11]3[CH:16]=[CH:15][CH:14]=[CH:13][CH:12]=3)[N:10]=2)[CH:7]=1.[OH-].[K+].Cl. (2) Given the product [C:1]([O:5][C:6]([NH:8][CH:9]1[C:27](=[O:28])[N:26]2[CH:22]([CH2:23][CH:24]([O:29][Si:30]([C:33]([CH3:35])([CH3:34])[CH3:36])([CH3:32])[CH3:31])[CH2:25]2)[C:21](=[O:37])[NH:20][C:19]2([C:38]([OH:40])=[O:39])[CH:17]([CH2:18]2)[CH:16]=[CH:15][CH2:14][CH2:13][CH2:12][CH2:11][CH2:10]1)=[O:7])([CH3:2])([CH3:3])[CH3:4], predict the reactants needed to synthesize it. The reactants are: [C:1]([O:5][C:6]([NH:8][CH:9]1[C:27](=[O:28])[N:26]2[CH:22]([CH2:23][C:24]([O:29][Si:30]([C:33]([CH3:36])([CH3:35])[CH3:34])([CH3:32])[CH3:31])=[CH:25]2)[C:21](=[O:37])[NH:20][C:19]2([C:38]([OH:40])=[O:39])[CH:17]([CH2:18]2)[CH2:16][CH2:15][CH2:14][CH2:13][CH2:12][CH2:11][CH2:10]1)=[O:7])([CH3:4])([CH3:3])[CH3:2].C(OC(C12CC1C=CCCCCCC(NC(OC(C)(C)C)=O)C(=O)N1C(CC(O[Si](C(C)(C)C)(C)C)C1)C(=O)N2)=O)C.C1COCC1.O.[OH-].[Li+]. (3) The reactants are: C[O-].[Na+].[C:4]([S:7][CH2:8][CH2:9][CH2:10][C:11]([F:17])([F:16])[C:12]([F:15])([F:14])[F:13])(=O)[CH3:5].BrCC[CH2:21][N:22]1[C:30](=[O:31])[C:29]2[C:24](=[CH:25][CH:26]=[CH:27][CH:28]=2)[C:23]1=[O:32]. Given the product [F:16][C:11]([F:17])([C:12]([F:15])([F:14])[F:13])[CH2:10][CH2:9][CH2:8][S:7][CH2:4][CH2:5][CH2:21][N:22]1[C:30](=[O:31])[C:29]2[C:24](=[CH:25][CH:26]=[CH:27][CH:28]=2)[C:23]1=[O:32], predict the reactants needed to synthesize it. (4) Given the product [F:34][C:23]1([F:22])[CH:28]([O:29][C:30]([F:31])([F:32])[F:33])[CH2:27][CH2:26][N:25]([C:2]2[CH:7]=[C:6]([CH2:8][N:9]3[C:17](=[O:18])[C:16]4[C:11](=[CH:12][CH:13]=[CH:14][CH:15]=4)[C:10]3=[O:19])[C:5]([F:20])=[CH:4][N:3]=2)[CH2:24]1, predict the reactants needed to synthesize it. The reactants are: Br[C:2]1[CH:7]=[C:6]([CH2:8][N:9]2[C:17](=[O:18])[C:16]3[C:11](=[CH:12][CH:13]=[CH:14][CH:15]=3)[C:10]2=[O:19])[C:5]([F:20])=[CH:4][N:3]=1.Cl.[F:22][C:23]1([F:34])[CH:28]([O:29][C:30]([F:33])([F:32])[F:31])[CH2:27][CH2:26][NH:25][CH2:24]1.C(Cl)(Cl)Cl.COC1C=CC=C(OC)C=1C1C=CC=CC=1P(C1CCCCC1)C1CCCCC1.C([O-])([O-])=O.[Cs+].[Cs+]. (5) Given the product [F:36][C:37]1[CH:45]=[CH:44][CH:43]=[C:42]([F:46])[C:38]=1[C:39]([N:16]([CH2:17][C:18]1[CH:23]=[CH:22][CH:21]=[C:20]([O:24][CH3:25])[CH:19]=1)[C:14]([N:13]([C:3]1[CH:4]=[CH:5][C:6]([S:8][C:9]([F:12])([F:10])[F:11])=[CH:7][C:2]=1[F:1])[CH3:26])=[O:15])=[O:40], predict the reactants needed to synthesize it. The reactants are: [F:1][C:2]1[CH:7]=[C:6]([S:8][C:9]([F:12])([F:11])[F:10])[CH:5]=[CH:4][C:3]=1[N:13]([CH3:26])[C:14]([NH:16][CH2:17][C:18]1[CH:23]=[CH:22][CH:21]=[C:20]([O:24][CH3:25])[CH:19]=1)=[O:15].C(N(C(C)C)CC)(C)C.[F:36][C:37]1[CH:45]=[CH:44][CH:43]=[C:42]([F:46])[C:38]=1[C:39](Cl)=[O:40].C(OCC)(=O)C. (6) Given the product [CH3:10][CH:9]1[CH:25]([C:26]([O:28][CH2:29][CH3:30])=[O:27])[C:23](=[O:24])[CH:22]([C:20]([O:19][CH2:18][CH3:17])=[O:21])[CH:13]([CH3:12])[NH:8]1, predict the reactants needed to synthesize it. The reactants are: C(OC([N:8]1[CH:13](C)[CH2:12]C(=O)[CH2:10][CH:9]1C)=O)(C)(C)C.[CH3:17][CH2:18][O:19][C:20]([CH2:22][C:23]([CH2:25][C:26]([O:28][CH2:29][CH3:30])=[O:27])=[O:24])=[O:21].C(=O)C.